From a dataset of Catalyst prediction with 721,799 reactions and 888 catalyst types from USPTO. Predict which catalyst facilitates the given reaction. (1) Reactant: [C:1]([NH-:5])([CH3:4])([CH3:3])[CH3:2].[Li+].F[C:8]1[CH:16]=[CH:15][CH:14]=[CH:13][C:9]=1[C:10]([OH:12])=[O:11]. Product: [C:1]([NH:5][C:8]1[CH:16]=[CH:15][CH:14]=[CH:13][C:9]=1[C:10]([OH:12])=[O:11])([CH3:4])([CH3:3])[CH3:2]. The catalyst class is: 1. (2) Reactant: [CH3:1][N:2]([CH3:35])[C:3]1[N:8]=[C:7]([C:9]2[CH:10]=[C:11]([NH:21][CH:22]3[CH2:27][CH2:26][N:25](C(OC(C)(C)C)=O)[CH2:24][CH2:23]3)[C:12]3[C:17]([CH:18]=2)=[CH:16][CH:15]=[C:14]([O:19][CH3:20])[CH:13]=3)[CH:6]=[CH:5][N:4]=1.[ClH:36].C(OCC)C. Product: [ClH:36].[CH3:20][O:19][C:14]1[CH:13]=[C:12]2[C:17](=[CH:16][CH:15]=1)[CH:18]=[C:9]([C:7]1[CH:6]=[CH:5][N:4]=[C:3]([N:2]([CH3:35])[CH3:1])[N:8]=1)[CH:10]=[C:11]2[NH:21][CH:22]1[CH2:27][CH2:26][NH:25][CH2:24][CH2:23]1. The catalyst class is: 12.